Task: Regression. Given a peptide amino acid sequence and an MHC pseudo amino acid sequence, predict their binding affinity value. This is MHC class I binding data.. Dataset: Peptide-MHC class I binding affinity with 185,985 pairs from IEDB/IMGT (1) The peptide sequence is KLMALELFK. The MHC is HLA-B58:01 with pseudo-sequence HLA-B58:01. The binding affinity (normalized) is 0.181. (2) The peptide sequence is DSPIGPIML. The MHC is HLA-B08:01 with pseudo-sequence HLA-B08:01. The binding affinity (normalized) is 0.0847. (3) The peptide sequence is SYWVRANFK. The MHC is HLA-A26:01 with pseudo-sequence HLA-A26:01. The binding affinity (normalized) is 0.0847. (4) The peptide sequence is GPSVASRAL. The MHC is HLA-B57:01 with pseudo-sequence HLA-B57:01. The binding affinity (normalized) is 0.213. (5) The peptide sequence is NGTLEFTPI. The MHC is HLA-A24:02 with pseudo-sequence HLA-A24:02. The binding affinity (normalized) is 0.0713. (6) The peptide sequence is MLLMLLPTA. The MHC is HLA-A02:17 with pseudo-sequence HLA-A02:17. The binding affinity (normalized) is 0.530. (7) The peptide sequence is RMFEKSTHH. The MHC is HLA-B15:01 with pseudo-sequence HLA-B15:01. The binding affinity (normalized) is 0.600. (8) The peptide sequence is YECTSRHFT. The MHC is HLA-A01:01 with pseudo-sequence HLA-A01:01. The binding affinity (normalized) is 0.0847.